This data is from Catalyst prediction with 721,799 reactions and 888 catalyst types from USPTO. The task is: Predict which catalyst facilitates the given reaction. Reactant: [CH2:1]([C@H:8]1[CH2:16][O:15][CH2:14][C@H:13]([NH:17][C:18]([O:20][C:21]([CH3:24])([CH3:23])[CH3:22])=[O:19])[C:12](=[O:25])[O:11][C@@H:10]([CH3:26])[C@@H:9]1[O:27][CH2:28][CH2:29][C:30](O)=[O:31])[C:2]1[CH:7]=[CH:6][CH:5]=[CH:4][CH:3]=1. Product: [CH2:1]([C@@H:8]1[C@@H:9]([O:27][CH2:28][CH2:29][CH2:30][OH:31])[C@H:10]([CH3:26])[O:11][C:12](=[O:25])[C@@H:13]([NH:17][C:18](=[O:19])[O:20][C:21]([CH3:24])([CH3:23])[CH3:22])[CH2:14][O:15][CH2:16]1)[C:2]1[CH:3]=[CH:4][CH:5]=[CH:6][CH:7]=1. The catalyst class is: 1.